The task is: Predict the reactants needed to synthesize the given product.. This data is from Full USPTO retrosynthesis dataset with 1.9M reactions from patents (1976-2016). (1) Given the product [O:13]=[C:9]1[CH2:10][CH2:11][CH2:12][C:7]([C:1]2[CH:6]=[CH:5][CH:4]=[CH:3][CH:2]=2)([C:18]#[N:19])[CH2:8]1, predict the reactants needed to synthesize it. The reactants are: [C:1]1([C:7]2[CH2:12][CH2:11][CH2:10][C:9](=[O:13])[CH:8]=2)[CH:6]=[CH:5][CH:4]=[CH:3][CH:2]=1.[C-]#N.[K+].Cl.[CH3:18][N:19](C)C.C(=O)(O)[O-].[Na+]. (2) Given the product [O:41]1[C:37]2[CH:36]=[CH:35][N:34]=[C:33]([O:32][C:30]3[CH:31]=[CH:26][C:27]([C:42]4[C:47]([CH3:48])=[N:46][NH:45][C:44](=[O:49])[C:43]=4[CH3:50])=[CH:28][CH:29]=3)[C:38]=2[CH:39]=[CH:40]1, predict the reactants needed to synthesize it. The reactants are: O1C2C=CN=C(OC3C=CC(C4C(C)OC(=O)C=4C)=CC=3)C=2C=C1.F[C:26]1[CH:31]=[C:30]([O:32][C:33]2[C:38]3[CH:39]=[CH:40][O:41][C:37]=3[CH:36]=[CH:35][N:34]=2)[CH:29]=[CH:28][C:27]=1[C:42]1[C:47]([CH3:48])=[N:46][NH:45][C:44](=[O:49])[C:43]=1[CH3:50].C(OCC)(=O)C. (3) Given the product [Br-:1].[O:4]=[C:3]([C:5]1[CH:10]=[CH:9][CH:8]=[CH:7][CH:6]=1)[CH2:2][N+:12]12[CH2:13][N:14]3[CH2:20][N:18]([CH2:17][N:16]([CH2:15]3)[CH2:11]1)[CH2:19]2, predict the reactants needed to synthesize it. The reactants are: [Br:1][CH2:2][C:3]([C:5]1[CH:10]=[CH:9][CH:8]=[CH:7][CH:6]=1)=[O:4].[CH2:11]1[N:16]2[CH2:17][N:18]3[CH2:20][N:14]([CH2:15]2)[CH2:13][N:12]1[CH2:19]3.